Dataset: TCR-epitope binding with 47,182 pairs between 192 epitopes and 23,139 TCRs. Task: Binary Classification. Given a T-cell receptor sequence (or CDR3 region) and an epitope sequence, predict whether binding occurs between them. (1) The epitope is NLNESLIDL. The TCR CDR3 sequence is CASSQGRNEQYF. Result: 0 (the TCR does not bind to the epitope). (2) The epitope is LLQTGIHVRVSQPSL. The TCR CDR3 sequence is CASSFTSGSYGELFF. Result: 1 (the TCR binds to the epitope). (3) The epitope is YVFCTVNAL. The TCR CDR3 sequence is CASSDSTGVRQPQHF. Result: 0 (the TCR does not bind to the epitope). (4) The epitope is FLNGSCGSV. The TCR CDR3 sequence is CASSGRIGLFLSGANVLTF. Result: 0 (the TCR does not bind to the epitope). (5) The epitope is VLWAHGFEL. The TCR CDR3 sequence is CASSFGTSEQFF. Result: 1 (the TCR binds to the epitope). (6) The epitope is AYAQKIFKI. The TCR CDR3 sequence is CASSLASGRSTEAFF. Result: 1 (the TCR binds to the epitope). (7) The epitope is LLFGYPVYV. The TCR CDR3 sequence is CASSLEGPSSYNEQFF. Result: 0 (the TCR does not bind to the epitope). (8) The epitope is LPAADLDDF. The TCR CDR3 sequence is CASSLIDVTLGNNEQFF. Result: 1 (the TCR binds to the epitope). (9) The epitope is QASQEVKNW. The TCR CDR3 sequence is CASSLGVTGPLNEKLFF. Result: 0 (the TCR does not bind to the epitope). (10) Result: 1 (the TCR binds to the epitope). The TCR CDR3 sequence is CAISRTGGSNTEAFF. The epitope is IVTDFSVIK.